Predict the reactants needed to synthesize the given product. From a dataset of Full USPTO retrosynthesis dataset with 1.9M reactions from patents (1976-2016). (1) Given the product [CH2:11]([N:12]([CH2:2][CH2:1][CH3:5])[CH2:7][CH2:8][CH2:9][C:7]1[N:12]=[C:11]([C:13]2[CH:30]=[CH:29][C:16]([CH2:17][N:18]3[C:19](=[O:28])[C:20]4[C:25](=[CH:24][CH:23]=[CH:22][CH:21]=4)[C:26]3=[O:27])=[CH:15][CH:14]=2)[CH:10]=[CH:9][CH:8]=1)[CH2:13][CH3:14], predict the reactants needed to synthesize it. The reactants are: [CH2:1]1[CH2:5]OC[CH2:2]1.Cl[C:7]1[N:12]=[C:11]([C:13]2[CH:30]=[CH:29][C:16]([CH2:17][N:18]3[C:26](=[O:27])[C:25]4[C:20](=[CH:21][CH:22]=[CH:23][CH:24]=4)[C:19]3=[O:28])=[CH:15][CH:14]=2)[CH:10]=[CH:9][CH:8]=1.[F-].[Cs+]. (2) Given the product [C:51]([C:46]1[CH:47]=[C:48]2[C:43](=[C:44]([F:55])[CH:45]=1)[C:42](=[O:56])[N:41]([C:40]1[C:11]3[CH2:10][C@@H:9]([OH:8])[CH2:36][C:14]4[N:15]([CH3:35])[C:16](=[O:34])[C:17]([NH:19][C:20]5[CH:25]=[CH:24][C:23]([C:26]([N:28]6[CH2:29][CH2:30][O:31][CH2:32][CH2:33]6)=[O:27])=[CH:22][N:21]=5)=[CH:18][C:13]=4[C:12]=3[CH:37]=[CH:38][CH:39]=1)[N:50]=[CH:49]2)([CH3:54])([CH3:52])[CH3:53], predict the reactants needed to synthesize it. The reactants are: [Si]([O:8][C@H:9]1[CH2:36][C:14]2[N:15]([CH3:35])[C:16](=[O:34])[C:17]([NH:19][C:20]3[CH:25]=[CH:24][C:23]([C:26]([N:28]4[CH2:33][CH2:32][O:31][CH2:30][CH2:29]4)=[O:27])=[CH:22][N:21]=3)=[CH:18][C:13]=2[C:12]2[CH:37]=[CH:38][CH:39]=[C:40]([N:41]3[N:50]=[CH:49][C:48]4[C:43](=[C:44]([F:55])[CH:45]=[C:46]([C:51]([CH3:54])([CH3:53])[CH3:52])[CH:47]=4)[C:42]3=[O:56])[C:11]=2[CH2:10]1)(C(C)(C)C)(C)C.C1COCC1.[F-].C([N+](CCCC)(CCCC)CCCC)CCC.O. (3) Given the product [CH2:1]([O:3][C:4]([CH:6]1[CH:10]([C:11]([F:14])([F:12])[F:13])[CH2:9][N:8]([C:34]([O:36][C:37]([CH3:38])([CH3:39])[CH3:40])=[O:35])[CH2:7]1)=[O:5])[CH3:2], predict the reactants needed to synthesize it. The reactants are: [CH2:1]([O:3][C:4]([CH:6]1[CH:10]([C:11]([F:14])([F:13])[F:12])[CH2:9][N:8](CC2C=CC=CC=2)[CH2:7]1)=[O:5])[CH3:2].C(O)(=O)C.[C:34](O[C:34]([O:36][C:37]([CH3:40])([CH3:39])[CH3:38])=[O:35])([O:36][C:37]([CH3:40])([CH3:39])[CH3:38])=[O:35].[H][H]. (4) Given the product [C:3]([O:7][C:8]([N:10]1[CH2:15][CH2:14][CH:13]([O:16][C:18]2[N:23]=[CH:22][N:21]=[C:20]3[N:24]([C:27]4[CH:28]=[CH:29][C:30]([S:33]([CH3:36])(=[O:34])=[O:35])=[CH:31][CH:32]=4)[N:25]=[CH:26][C:19]=23)[CH2:12][CH2:11]1)=[O:9])([CH3:6])([CH3:4])[CH3:5], predict the reactants needed to synthesize it. The reactants are: [H-].[Na+].[C:3]([O:7][C:8]([N:10]1[CH2:15][CH2:14][CH:13]([OH:16])[CH2:12][CH2:11]1)=[O:9])([CH3:6])([CH3:5])[CH3:4].Cl[C:18]1[N:23]=[CH:22][N:21]=[C:20]2[N:24]([C:27]3[CH:32]=[CH:31][C:30]([S:33]([CH3:36])(=[O:35])=[O:34])=[CH:29][CH:28]=3)[N:25]=[CH:26][C:19]=12.ClC1C2N=CN=CC=2NN=1. (5) Given the product [CH3:71][O:70][C:68](=[O:69])[C:67]1[CH:72]=[CH:73][C:64]([NH:63][C:30]([C@@H:20]2[NH:19][C@@H:18]([CH2:33][C:34]([CH3:35])([CH3:37])[CH3:36])[C@:17]3([C:12]4[C:13](=[CH:14][C:9]([Cl:8])=[CH:10][CH:11]=4)[NH:15][C:16]3=[O:38])[C@H:21]2[C:22]2[CH:27]=[CH:26][C:25]([F:28])=[C:24]([Cl:29])[CH:23]=2)=[O:31])=[C:65]([O:74][CH3:75])[CH:66]=1, predict the reactants needed to synthesize it. The reactants are: FC(F)(F)C(O)=O.[Cl:8][C:9]1[CH:14]=[C:13]2[NH:15][C:16](=[O:38])[C:17]3([CH:21]([C:22]4[CH:27]=[CH:26][C:25]([F:28])=[C:24]([Cl:29])[CH:23]=4)[CH:20]([C:30](O)=[O:31])[NH:19][CH:18]3[CH2:33][C:34]([CH3:37])([CH3:36])[CH3:35])[C:12]2=[CH:11][CH:10]=1.C(N(C(C)C)CC)(C)C.C1(P(Cl)(C2C=CC=CC=2)=O)C=CC=CC=1.[NH2:63][C:64]1[CH:73]=[CH:72][C:67]([C:68]([O:70][CH3:71])=[O:69])=[CH:66][C:65]=1[O:74][CH3:75].